From a dataset of Catalyst prediction with 721,799 reactions and 888 catalyst types from USPTO. Predict which catalyst facilitates the given reaction. (1) Reactant: N#N.C(Cl)Cl.CC([O-])=O.[K+].[B:20]1([B:20]2[O:24][C:23]([CH3:26])([CH3:25])[C:22]([CH3:28])([CH3:27])[O:21]2)[O:24][C:23]([CH3:26])([CH3:25])[C:22]([CH3:28])([CH3:27])[O:21]1.Br[C:30]1[CH:35]=[CH:34][C:33]([NH2:36])=[CH:32][C:31]=1[N+:37]([O-:39])=[O:38]. Product: [N+:37]([C:31]1[CH:32]=[C:33]([NH2:36])[CH:34]=[CH:35][C:30]=1[B:20]1[O:21][C:22]([CH3:27])([CH3:28])[C:23]([CH3:25])([CH3:26])[O:24]1)([O-:39])=[O:38]. The catalyst class is: 418. (2) Reactant: C([NH:5][S:6]([C:9]1[S:10][C:11]([C:14]2[CH:19]=[CH:18][CH:17]=[C:16]([C:20]3[N:25]=[C:24]([CH3:26])[CH:23]=[C:22]([C:27]4[CH:32]=[CH:31][C:30]([C:33]([F:36])([F:35])[F:34])=[CH:29][CH:28]=4)[N:21]=3)[CH:15]=2)=[CH:12][CH:13]=1)(=[O:8])=[O:7])(C)(C)C.C(O)(C(F)(F)F)=O. Product: [CH3:26][C:24]1[CH:23]=[C:22]([C:27]2[CH:32]=[CH:31][C:30]([C:33]([F:36])([F:34])[F:35])=[CH:29][CH:28]=2)[N:21]=[C:20]([C:16]2[CH:15]=[C:14]([C:11]3[S:10][C:9]([S:6]([NH2:5])(=[O:8])=[O:7])=[CH:13][CH:12]=3)[CH:19]=[CH:18][CH:17]=2)[N:25]=1. The catalyst class is: 4.